This data is from Full USPTO retrosynthesis dataset with 1.9M reactions from patents (1976-2016). The task is: Predict the reactants needed to synthesize the given product. (1) Given the product [F:49][C:46]([F:47])([F:48])[C:43]1[CH:44]=[CH:45][C:39]2[O:38][C:37]([CH2:36][O:35][CH:32]3[CH2:33][CH2:34][N:29]([C:26]4[CH:27]=[CH:28][C:23]([OH:22])=[CH:24][CH:25]=4)[CH2:30][CH2:31]3)=[CH:41][C:40]=2[CH:42]=1, predict the reactants needed to synthesize it. The reactants are: O.C1(C)C=CC(S(O)(=O)=O)=CC=1.C(O)C.O1CCCCC1[O:22][C:23]1[CH:28]=[CH:27][C:26]([N:29]2[CH2:34][CH2:33][CH:32]([O:35][CH2:36][C:37]3[O:38][C:39]4[CH:45]=[CH:44][C:43]([C:46]([F:49])([F:48])[F:47])=[CH:42][C:40]=4[CH:41]=3)[CH2:31][CH2:30]2)=[CH:25][CH:24]=1. (2) Given the product [CH3:27][CH:25]([CH3:26])[CH2:24][CH2:23][N:9]1[C:8]2[CH:28]=[CH:29][C:5]([C:3]3[NH:4][C:30](=[O:31])[O:1][N:2]=3)=[CH:6][C:7]=2[N:11]=[C:10]1[CH2:12][N:13]1[C:17]2[CH:18]=[CH:19][CH:20]=[CH:21][C:16]=2[NH:15][C:14]1=[O:22], predict the reactants needed to synthesize it. The reactants are: [OH:1][NH:2][C:3]([C:5]1[CH:29]=[CH:28][C:8]2[N:9]([CH2:23][CH2:24][CH:25]([CH3:27])[CH3:26])[C:10]([CH2:12][N:13]3[C:17]4[CH:18]=[CH:19][CH:20]=[CH:21][C:16]=4[NH:15][C:14]3=[O:22])=[N:11][C:7]=2[CH:6]=1)=[NH:4].[C:30](Cl)(Cl)=[O:31]. (3) Given the product [O:1]1[C:6]2[CH:7]=[CH:8][C:9]([CH2:11][N:13]3[CH2:14][CH2:15][CH:16]([NH:19][C:20](=[O:26])[O:21][C:22]([CH3:24])([CH3:23])[CH3:25])[CH2:17][CH2:18]3)=[CH:10][C:5]=2[O:4][CH2:3][CH2:2]1, predict the reactants needed to synthesize it. The reactants are: [O:1]1[C:6]2[CH:7]=[CH:8][C:9]([CH:11]=O)=[CH:10][C:5]=2[O:4][CH2:3][CH2:2]1.[NH:13]1[CH2:18][CH2:17][CH:16]([NH:19][C:20](=[O:26])[O:21][C:22]([CH3:25])([CH3:24])[CH3:23])[CH2:15][CH2:14]1.C(O[BH-](OC(=O)C)OC(=O)C)(=O)C.[Na+].C(=O)([O-])O.[Na+]. (4) Given the product [N:1]1[N:2]([C:10]2[CH:15]=[C:14]([CH3:16])[CH:13]=[CH:12][C:11]=2[O:17][CH:21]([CH3:39])[C:22]([C:24]2[CH:29]=[C:28]([C:30]([CH3:31])([CH3:33])[CH3:32])[C:27]([OH:34])=[C:26]([C:35]([CH3:38])([CH3:37])[CH3:36])[CH:25]=2)=[O:23])[N:3]=[C:4]2[CH:9]=[CH:8][CH:7]=[CH:6][C:5]=12, predict the reactants needed to synthesize it. The reactants are: [N:1]1[N:2]([C:10]2[CH:15]=[C:14]([CH3:16])[CH:13]=[CH:12][C:11]=2[OH:17])[N:3]=[C:4]2[CH:9]=[CH:8][CH:7]=[CH:6][C:5]=12.[OH-].[K+].Br[CH:21]([CH3:39])[C:22]([C:24]1[CH:29]=[C:28]([C:30]([CH3:33])([CH3:32])[CH3:31])[C:27]([OH:34])=[C:26]([C:35]([CH3:38])([CH3:37])[CH3:36])[CH:25]=1)=[O:23].Cl.